From a dataset of Reaction yield outcomes from USPTO patents with 853,638 reactions. Predict the reaction yield, written as a fraction of the theoretical maximum amount of product (1.0 means a 100% yield; for example, 0.34 means a 34% yield). (1) The reactants are [Cl:1][C:2]1[CH:7]=[CH:6][C:5]([C:8](=O)[CH2:9][C:10]2[CH:15]=[CH:14][CH:13]=[CH:12][CH:11]=2)=[CH:4][CH:3]=1.[NH3:17]. The catalyst is [Co].O1CCCC1. The product is [Cl:1][C:2]1[CH:7]=[CH:6][C:5]([CH:8]([NH2:17])[CH2:9][C:10]2[CH:15]=[CH:14][CH:13]=[CH:12][CH:11]=2)=[CH:4][CH:3]=1. The yield is 0.830. (2) The catalyst is O1CCCC1. The reactants are C[O:2][C:3](=[O:24])[CH:4]([C:11]1[CH:16]=[CH:15][CH:14]=[C:13]([S:17]([C:20]([F:23])([F:22])[F:21])(=[O:19])=[O:18])[CH:12]=1)[CH2:5][CH:6]1[CH2:10][CH2:9][CH2:8][CH2:7]1.[OH-].[Li+]. The yield is 0.990. The product is [CH:6]1([CH2:5][CH:4]([C:11]2[CH:16]=[CH:15][CH:14]=[C:13]([S:17]([C:20]([F:23])([F:21])[F:22])(=[O:19])=[O:18])[CH:12]=2)[C:3]([OH:24])=[O:2])[CH2:10][CH2:9][CH2:8][CH2:7]1. (3) The reactants are [CH3:1][C:2]1([CH3:12])[NH:7][CH2:6][C:5]2C=CC=C[C:4]=2O1.[H-].[H-].[H-].[H-].[Li+].[Al+3].[CH2:19]1[CH2:23][O:22][CH2:21][CH2:20]1. No catalyst specified. The product is [CH:2]([NH:7][C:6]1[CH:5]=[CH:4][CH:21]=[CH:20][C:19]=1[CH2:23][OH:22])([CH3:12])[CH3:1]. The yield is 0.950. (4) The reactants are Br/[CH:2]=[C:3]1/[C:4]2[CH:18]=[CH:17][C:16]([F:19])=[CH:15][C:5]=2[O:6][CH2:7][C:8]2[C:13]([F:14])=[CH:12][CH:11]=[CH:10][C:9]/1=2.[B:20]1([B:20]2[O:24][C:23]([CH3:26])([CH3:25])[C:22]([CH3:28])([CH3:27])[O:21]2)[O:24][C:23]([CH3:26])([CH3:25])[C:22]([CH3:28])([CH3:27])[O:21]1.C([O-])(=O)C.[K+].C1(P(C2CCCCC2)C2CCCCC2)CCCCC1. The catalyst is O1CCOCC1.CO.C1C=CC(/C=C/C(/C=C/C2C=CC=CC=2)=O)=CC=1.C1C=CC(/C=C/C(/C=C/C2C=CC=CC=2)=O)=CC=1.C1C=CC(/C=C/C(/C=C/C2C=CC=CC=2)=O)=CC=1.[Pd].[Pd]. The product is [F:19][C:16]1[CH:17]=[CH:18][C:4]2=[C:5]([CH:15]=1)[O:6][CH2:7][C:8]1[C:13]([F:14])=[CH:12][CH:11]=[CH:10][C:9]=1/[C:3]/2=[CH:2]\[B:20]1[O:24][C:23]([CH3:26])([CH3:25])[C:22]([CH3:28])([CH3:27])[O:21]1. The yield is 0.630. (5) The reactants are Cl.[NH2:2][CH2:3][C:4]1[C:5](=[O:12])[NH:6][C:7]([CH3:11])=[CH:8][C:9]=1[CH3:10].[CH3:13][O:14][CH:15]1[CH2:18][N:17]([C@H:19]2[CH2:24][CH2:23][C@H:22]([CH:25]([C:27]3[S:31][CH:30]=[C:29]([C:32](O)=[O:33])[C:28]=3[CH3:35])[CH3:26])[CH2:21][CH2:20]2)[CH2:16]1.CCN=C=NCCCN(C)C.C1C=NC2N(O)N=NC=2C=1. The catalyst is CN(C=O)C.O. The product is [CH3:10][C:9]1[CH:8]=[C:7]([CH3:11])[NH:6][C:5](=[O:12])[C:4]=1[CH2:3][NH:2][C:32]([C:29]1[C:28]([CH3:35])=[C:27]([C@H:25]([C@H:22]2[CH2:23][CH2:24][C@H:19]([N:17]3[CH2:18][C:15]([O:14][CH3:13])=[CH:16]3)[CH2:20][CH2:21]2)[CH3:26])[S:31][CH:30]=1)=[O:33]. The yield is 0.540. (6) The reactants are C([N:3]([CH2:6]C)CC)C.C1(P(N=[N+]=[N-])(C2C=CC=CC=2)=[O:15])C=CC=CC=1.[C:25]([OH:29])([CH3:28])([CH3:27])[CH3:26].[CH3:30][C:31]1[CH:39]=[CH:38][C:34](C(O)=O)=[CH:33][N:32]=1. The catalyst is O1CCOCC1. The product is [C:25]([O:29][C:6](=[O:15])[NH:3][C:34]1[CH:33]=[N:32][C:31]([CH3:30])=[CH:39][CH:38]=1)([CH3:28])([CH3:27])[CH3:26]. The yield is 0.880. (7) The reactants are [CH2:1]([O:3][C:4]([CH:6]1[CH2:11][CH2:10][CH:9]([OH:12])[CH2:8][CH2:7]1)=[O:5])[CH3:2].N1C=CN=C1.[C:18]([Si:22]([CH3:25])([CH3:24])Cl)([CH3:21])([CH3:20])[CH3:19]. The catalyst is C1COCC1.CN(C1C=CN=CC=1)C.C(OCC)(=O)C.[Cl-].[NH4+]. The product is [CH2:1]([O:3][C:4]([CH:6]1[CH2:11][CH2:10][CH:9]([O:12][Si:22]([C:18]([CH3:21])([CH3:20])[CH3:19])([CH3:25])[CH3:24])[CH2:8][CH2:7]1)=[O:5])[CH3:2]. The yield is 0.770.